Dataset: Reaction yield outcomes from USPTO patents with 853,638 reactions. Task: Predict the reaction yield, written as a fraction of the theoretical maximum amount of product (1.0 means a 100% yield; for example, 0.34 means a 34% yield). The reactants are C([N:8]1[CH2:12][CH:11]([CH3:13])[CH:10]([C:14]2[NH:19][C:18](=[O:20])[C:17]3=[CH:21][N:22]=[C:23]([C:24]4[CH2:25][CH2:26][O:27][CH2:28][CH:29]=4)[N:16]3[N:15]=2)[CH2:9]1)C1C=CC=CC=1.[C:38](O[C:38]([O:40][C:41]([CH3:44])([CH3:43])[CH3:42])=[O:39])([O:40][C:41]([CH3:44])([CH3:43])[CH3:42])=[O:39].C([O-])(=O)C.[K+].[H][H]. The catalyst is [Pd].CO. The product is [C:41]([O:40][C:38]([N:8]1[CH2:9][CH:10]([C:14]2[NH:19][C:18](=[O:20])[C:17]3=[CH:21][N:22]=[C:23]([CH:24]4[CH2:25][CH2:26][O:27][CH2:28][CH2:29]4)[N:16]3[N:15]=2)[CH:11]([CH3:13])[CH2:12]1)=[O:39])([CH3:42])([CH3:43])[CH3:44]. The yield is 0.420.